This data is from Catalyst prediction with 721,799 reactions and 888 catalyst types from USPTO. The task is: Predict which catalyst facilitates the given reaction. (1) The catalyst class is: 664. Reactant: [N+:1]([C:4]1[N:5]([CH2:9][C:10]#[CH:11])[CH:6]=[CH:7][N:8]=1)([O-:3])=[O:2].[N:12]([CH:15]([CH2:18][F:19])[CH2:16][OH:17])=[N+:13]=[N-:14].C1COCC1.O=C1O[C@H]([C@H](CO)O)C([O-])=C1O.[Na+]. Product: [F:19][CH2:18][CH:15]([N:12]1[CH:11]=[C:10]([CH2:9][N:5]2[CH:6]=[CH:7][N:8]=[C:4]2[N+:1]([O-:3])=[O:2])[N:14]=[N:13]1)[CH2:16][OH:17]. (2) Reactant: [Cl:1][C:2]1[N:3]=[C:4]([C:9]2[CH:14]=[CH:13][CH:12]=[CH:11][CH:10]=2)[NH:5][C:6]=1[CH:7]=[O:8].[Br:15][C:16]1[CH:23]=[CH:22][C:19]([CH2:20]Br)=[CH:18][CH:17]=1.C([O-])([O-])=O.[K+].[K+].O. Product: [Br:15][C:16]1[CH:23]=[CH:22][C:19]([CH2:20][N:5]2[C:6]([CH:7]=[O:8])=[C:2]([Cl:1])[N:3]=[C:4]2[C:9]2[CH:10]=[CH:11][CH:12]=[CH:13][CH:14]=2)=[CH:18][CH:17]=1. The catalyst class is: 3. (3) Reactant: [Br:1][C:2]1[C:20]([CH3:21])=[C:19]([N+:22]([O-:24])=[O:23])[CH:18]=[C:17]([Br:25])[C:3]=1[O:4][C:5]1[CH:6]=[C:7]([CH:14]([CH3:16])[CH3:15])[C:8]([OH:13])=[C:9]([CH:12]=1)[CH:10]=[O:11].[CH3:26][Al](C)C.C1(C)C=CC=CC=1. Product: [Br:1][C:2]1[C:20]([CH3:21])=[C:19]([N+:22]([O-:24])=[O:23])[CH:18]=[C:17]([Br:25])[C:3]=1[O:4][C:5]1[CH:6]=[C:7]([CH:14]([CH3:15])[CH3:16])[C:8]([OH:13])=[C:9]([CH:10]([OH:11])[CH3:26])[CH:12]=1. The catalyst class is: 2. (4) Reactant: [C:1](Cl)(=[O:17])[CH2:2][CH2:3][CH2:4][CH2:5][CH2:6][CH2:7][CH2:8][CH2:9][CH2:10][CH2:11][CH2:12][CH2:13][CH2:14][CH2:15][CH3:16].ClCCl.[CH3:22][C:23]1[CH:24]=[CH:25][CH:26]=[CH:27][C:28]=1[C:29]([NH:31][C:32]1[CH:33]=[CH:34][C:35]([C:39]([N:41]2[C:47]3[CH:48]=[CH:49][C:50]([Cl:52])=[CH:51][C:46]=3[CH:45]([OH:53])[CH2:44][CH2:43][CH2:42]2)=[O:40])=[C:36]([CH3:38])[CH:37]=1)=[O:30].N1C=CC=CC=1. Product: [Cl:52][C:50]1[CH:49]=[CH:48][C:47]2[N:41]([C:39](=[O:40])[C:35]3[CH:34]=[CH:33][C:32]([NH:31][C:29](=[O:30])[C:28]4[CH:27]=[CH:26][CH:25]=[CH:24][C:23]=4[CH3:22])=[CH:37][C:36]=3[CH3:38])[CH2:42][CH2:43][CH2:44][CH:45]([O:53][C:1](=[O:17])[CH2:2][CH2:3][CH2:4][CH2:5][CH2:6][CH2:7][CH2:8][CH2:9][CH2:10][CH2:11][CH2:12][CH2:13][CH2:14][CH2:15][CH3:16])[C:46]=2[CH:51]=1. The catalyst class is: 6. (5) Reactant: [NH:1]1[C:10]2[CH2:9][CH2:8][CH2:7][CH2:6][C:5]=2[CH:4]=[CH:3][C:2]1=[O:11].[CH3:12]I. Product: [CH3:12][O:11][C:2]1[CH:3]=[CH:4][C:5]2[CH2:6][CH2:7][CH2:8][CH2:9][C:10]=2[N:1]=1. The catalyst class is: 22.